This data is from Forward reaction prediction with 1.9M reactions from USPTO patents (1976-2016). The task is: Predict the product of the given reaction. (1) Given the reactants [CH2:1]([O:8][C:9]1[C:14]([CH2:15][NH:16][CH2:17][CH2:18][O:19][C:20]2[C:30]([Br:31])=[CH:29][C:28]([O:32]S(C)(=O)=O)=[C:27]([CH3:37])[C:21]=2[C:22]([O:24]CC)=O)=[C:13]([CH3:38])[CH:12]=[C:11]([CH3:39])[N:10]=1)[C:2]1[CH:7]=[CH:6][CH:5]=[CH:4][CH:3]=1.[OH-].[Na+].Cl.[CH:43](N(CC)C(C)C)([CH3:45])[CH3:44].F[P-](F)(F)(F)(F)F.N1(OC(N(C)C)=[N+](C)C)C2N=CC=CC=2N=N1.C(=O)([O-])[O-].[Cs+].[Cs+].IC(C)C, predict the reaction product. The product is: [CH2:1]([O:8][C:9]1[C:14]([CH2:15][N:16]2[C:22](=[O:24])[C:21]3[C:27]([CH3:37])=[C:28]([O:32][CH:43]([CH3:45])[CH3:44])[CH:29]=[C:30]([Br:31])[C:20]=3[O:19][CH2:18][CH2:17]2)=[C:13]([CH3:38])[CH:12]=[C:11]([CH3:39])[N:10]=1)[C:2]1[CH:3]=[CH:4][CH:5]=[CH:6][CH:7]=1. (2) Given the reactants [C:1]([O:5][C:6]([N:8]1[CH2:12][CH2:11][CH:10]([CH2:13][NH:14][C:15]2[C:20]([C:21]([O:23]CC)=[O:22])=[CH:19][N:18]=[C:17]([Cl:26])[N:16]=2)[CH2:9]1)=[O:7])([CH3:4])([CH3:3])[CH3:2].[OH-].[Na+].Cl.O, predict the reaction product. The product is: [C:1]([O:5][C:6]([N:8]1[CH2:12][CH2:11][CH:10]([CH2:13][NH:14][C:15]2[C:20]([C:21]([OH:23])=[O:22])=[CH:19][N:18]=[C:17]([Cl:26])[N:16]=2)[CH2:9]1)=[O:7])([CH3:4])([CH3:2])[CH3:3].